This data is from Peptide-MHC class I binding affinity with 185,985 pairs from IEDB/IMGT. The task is: Regression. Given a peptide amino acid sequence and an MHC pseudo amino acid sequence, predict their binding affinity value. This is MHC class I binding data. (1) The peptide sequence is SLFGAAVSL. The MHC is HLA-B57:01 with pseudo-sequence HLA-B57:01. The binding affinity (normalized) is 0.0847. (2) The peptide sequence is ALFHKVQSY. The MHC is HLA-A02:06 with pseudo-sequence HLA-A02:06. The binding affinity (normalized) is 0.0847. (3) The peptide sequence is LCLSGDGWPY. The MHC is HLA-A01:01 with pseudo-sequence HLA-A01:01. The binding affinity (normalized) is 0.358. (4) The peptide sequence is RNEQGQTLW. The MHC is HLA-A11:01 with pseudo-sequence HLA-A11:01. The binding affinity (normalized) is 0.0847. (5) The peptide sequence is IEEVMNIVL. The MHC is HLA-A01:01 with pseudo-sequence HLA-A01:01. The binding affinity (normalized) is 0.0847. (6) The peptide sequence is AGPFGMSRI. The MHC is H-2-Dd with pseudo-sequence H-2-Dd. The binding affinity (normalized) is 0.228.